Dataset: Forward reaction prediction with 1.9M reactions from USPTO patents (1976-2016). Task: Predict the product of the given reaction. (1) Given the reactants Cl[C:2]1[C:7]([C:8]([O:10][CH2:11][CH3:12])=[O:9])=[CH:6][N:5]=[C:4]([S:13][CH3:14])[N:3]=1.C([Sn](CCCC)(CCCC)[C:20]([O:22][CH2:23][CH3:24])=[CH2:21])CCC.[F-].[K+], predict the reaction product. The product is: [CH2:23]([O:22][C:20]([C:2]1[C:7]([C:8]([O:10][CH2:11][CH3:12])=[O:9])=[CH:6][N:5]=[C:4]([S:13][CH3:14])[N:3]=1)=[CH2:21])[CH3:24]. (2) Given the reactants [Br:1][C:2]1[CH:9]=[CH:8][CH:7]=[CH:6][C:3]=1[CH:4]=O.O1CCCC1.[CH:15]1([NH2:18])[CH2:17][CH2:16]1.C(O[BH-](OC(=O)C)OC(=O)C)(=O)C.[Na+], predict the reaction product. The product is: [Br:1][C:2]1[CH:9]=[CH:8][CH:7]=[CH:6][C:3]=1[CH2:4][NH:18][CH:15]1[CH2:17][CH2:16]1. (3) Given the reactants [NH:1]1[CH:5]=[CH:4][C:3]([CH2:6][CH2:7][CH2:8][OH:9])=[CH:2]1, predict the reaction product. The product is: [NH:1]1[CH2:5][CH2:4][CH:3]([CH2:6][CH2:7][CH2:8][OH:9])[CH2:2]1. (4) The product is: [CH2:17]([O:16][C:14]1[C:13]([CH2:12][N:3]2[C:2](=[O:1])[C:10]3[C:5](=[CH:6][CH:7]=[CH:8][CH:9]=3)[C:4]2=[O:11])=[C:19]([CH3:20])[NH:24][N:23]=1)[CH3:18]. Given the reactants [O:1]=[C:2]1[C:10]2[C:5](=[CH:6][CH:7]=[CH:8][CH:9]=2)[C:4](=[O:11])[N:3]1[CH2:12][CH:13]([C:19](=O)[CH3:20])[C:14]([O:16][CH2:17][CH3:18])=O.O.[NH2:23][NH2:24], predict the reaction product. (5) Given the reactants [CH2:1]([O:8][C:9]1[CH:10]=[C:11]([C:15]2(C3C=CC=CC=3)[N:19]([C:20](Cl)=[O:21])[N:18]=[C:17]3[C:23]4[CH:24]=[C:25]([F:31])[CH:26]=[CH:27][C:28]=4[O:29][CH2:30][CH:16]23)[CH:12]=[CH:13][CH:14]=1)[C:2]1[CH:7]=[CH:6][CH:5]=[CH:4][CH:3]=1.[CH:38]1([NH:41][CH:42]2[CH2:47][CH2:46][N:45]([CH3:48])[CH2:44][CH2:43]2)[CH2:40][CH2:39]1, predict the reaction product. The product is: [CH:38]1([N:41]([CH:42]2[CH2:43][CH2:44][N:45]([CH3:48])[CH2:46][CH2:47]2)[C:20]([N:19]2[CH:15]([C:11]3[CH:12]=[CH:13][CH:14]=[C:9]([O:8][CH2:1][C:2]4[CH:7]=[CH:6][CH:5]=[CH:4][CH:3]=4)[CH:10]=3)[CH:16]3[CH2:30][O:29][C:28]4[CH:27]=[CH:26][C:25]([F:31])=[CH:24][C:23]=4[C:17]3=[N:18]2)=[O:21])[CH2:40][CH2:39]1. (6) Given the reactants [C:1]([O:5][C:6](=[O:14])[NH:7][CH:8]1[CH2:12][O:11][NH:10][C:9]1=[O:13])([CH3:4])([CH3:3])[CH3:2].C(=O)([O-])[O-].[K+].[K+].[I-].[K+].Br[CH2:24][CH3:25], predict the reaction product. The product is: [C:1]([O:5][C:6](=[O:14])[NH:7][C@@H:8]1[CH2:12][O:11][N:10]([CH2:24][CH3:25])[C:9]1=[O:13])([CH3:4])([CH3:2])[CH3:3].